From a dataset of Experimentally validated miRNA-target interactions with 360,000+ pairs, plus equal number of negative samples. Binary Classification. Given a miRNA mature sequence and a target amino acid sequence, predict their likelihood of interaction. (1) The miRNA is dre-miR-214 with sequence ACAGCAGGCACAGACAGGCAG. The protein sequence of the target gene is MSSILPFTPPVVKRLLGWKKSAGGSGGAGGGEQNGQEEKWCEKAVKSLVKKLKKTGRLDELEKAITTQNCNTKCVTIPSTCSEIWGLSTANTVDQWDTTGLYSFSEQTRSLDGRLQVSHRKGLPHVIYCRLWRWPDLHSHHELKAIENCEYAFNLKKDEVCVNPYHYQRVETPVLPPVLVPRHTEILTELPPLDDYTHSIPENTNFPAGIEPQSNYIPETPPPGYISEDGETSDQQLNQSMDTGSPAELSPTTLSPVNHSLDLQPVTYSEPAFWCSIAYYELNQRVGETFHASQPSLTVD.... Result: 0 (no interaction). (2) Result: 0 (no interaction). The miRNA is rno-let-7b-5p with sequence UGAGGUAGUAGGUUGUGUGGUU. The protein sequence of the target gene is MPGKLRSGAKLGSDGAEESMETLPKPSEKKTRKEKTKSKTEEATEGMEEAVSSKAKKTNKKGPSEDDVDPPKSRKAKKQEEEPQDDTASTSKTSKKKKEPLEKQADSETKEIITEEPSEEEADMPKPKKMKKGKEANGDAGEKSPKLKNGLSQPSEEEADIPKPKKMKKGKEANGDAGEKSPKLKNGLSQPSEEEVDIPKPKKMKKGKEASGDAGEKSPRLKDGLSQPSEPKSNSSDAPGEESSSETEKEIPVEQKEGAFSNFPISEETVKLLKARGVNFLFPIQAKTFHHVYSGKDLIA.... (3) The miRNA is hsa-miR-6895-5p with sequence CAGGGCCAGGCACAGAGUAAG. The protein sequence of the target gene is MGNLLKVLTREIENYPHFFLDFENAQPTEGEREIWNQISAVLQDSESILTDLQAYKGAGPEIRDAIQNPNDIQLQEKAWNAVCPLVVRLKRFYEFSIRLEKALQSLLESLTCPPYTPTQHLEREQALAKEFAEILHFTLRFDELKMRNPAIQNDFSYYRRTISRNRINNMHLDIENEVNNEMANRMSLFYAEATPMLKTLSNATMHFVSENKTLPIENTTDCLSTMTSVCKVMLETPEYRSRFTSEETLMFCMRVMVGVIILYDHVHPVGAFCKTSKIDMKGCIKVLKEQAPDSVEGLLN.... Result: 0 (no interaction). (4) The miRNA is hsa-miR-6821-3p with sequence UGACCUCUCCGCUCCGCACAG. The protein sequence of the target gene is MSLAGGRAPRKTAGNRLSGLLEAEEEDEFYQTTYGGFTEESGDDEYQGDQSDTEDEVDSDFDIDEGDEPSSDGEAEEPRRKRRVVTKAYKEPLKSLRPRKVSTPASSSQKAREEKTLLPLELQDDGSDSRKSMRQSTAEHTRQTFLRVQERQGQSRRRKGPHCERPLTQEELLREAKITEELNLRSLETYERLEADKKKQVHKKRKCPGPIITYHSVTVPLVGEPGPKEENVDVEGLDPAPTASALAPHAGTGTGAAAATPPAHCSRTFITFSDDATFEEWFPQGRPPKVPVREVCPVTH.... Result: 0 (no interaction). (5) The miRNA is hsa-miR-5582-3p with sequence UAAAACUUUAAGUGUGCCUAGG. The protein sequence of the target gene is MYLVAGGRGLAGCGHLSVSLLGLLLLLARSGTRALVCLPCDESKCEEPRSCPGSIVQGVCGCCYMCARQRNESCGGAYGLHGACDRGLRCVIRPPLNGDSITEYEVGVCEDEDWDDDQLIGFEPCNENLISGCNIINGKCECGTIRTCNNPFEFPRKDMCLSALKRIEEEKPDCSKARCEVRFSPRCPEDSILIEGYAPPGECCPLPSRCVCDPAGCLRKVCQPGYLNILVSKASGKPGECCDLYECKPVFSVDCSTVECPPVQQAVCPLDSYETQVRLTADGCCTLPARCECLSGLCGF.... Result: 0 (no interaction).